This data is from Reaction yield outcomes from USPTO patents with 853,638 reactions. The task is: Predict the reaction yield, written as a fraction of the theoretical maximum amount of product (1.0 means a 100% yield; for example, 0.34 means a 34% yield). (1) The reactants are [NH2:1][C:2]1[N:7]=[CH:6][N:5]=[C:4]2[N:8]([CH2:25][C@@H:26]3[CH2:30][CH2:29][CH2:28][N:27]3[C:31](=[O:49])[C:32]([C:47]#[N:48])=[CH:33][C:34]([N:37]([CH2:45][CH3:46])C(=O)OC(C)(C)C)([CH3:36])[CH3:35])[N:9]=[C:10]([C:11]3[CH:16]=[CH:15][C:14]([O:17][C:18]4[CH:23]=[CH:22][CH:21]=[CH:20][CH:19]=4)=[CH:13][C:12]=3[F:24])[C:3]=12.C(O)(C(F)(F)F)=O. The catalyst is C(Cl)Cl. The product is [NH2:1][C:2]1[N:7]=[CH:6][N:5]=[C:4]2[N:8]([CH2:25][C@@H:26]3[CH2:30][CH2:29][CH2:28][N:27]3[C:31]([C:32](=[CH:33][C:34]([NH:37][CH2:45][CH3:46])([CH3:35])[CH3:36])[C:47]#[N:48])=[O:49])[N:9]=[C:10]([C:11]3[CH:16]=[CH:15][C:14]([O:17][C:18]4[CH:19]=[CH:20][CH:21]=[CH:22][CH:23]=4)=[CH:13][C:12]=3[F:24])[C:3]=12. The yield is 0.160. (2) The reactants are O[CH2:2][C:3]1[CH:8]=[CH:7][C:6]([CH:9]2[CH2:14][CH2:13][CH2:12][CH2:11][N:10]2[C:15]([O:17][C:18]([CH3:21])([CH3:20])[CH3:19])=[O:16])=[CH:5][CH:4]=1.C1(P(C2C=CC=CC=2)C2C=CC=CC=2)C=CC=CC=1.[CH2:41]([N:45]1[C:50]2=[N:51][NH:52][C:53]([NH:54][C:55]3[CH:60]=[CH:59][CH:58]=[CH:57][CH:56]=3)=[C:49]2[C:48](=[O:61])[N:47]([CH3:62])[C:46]1=[O:63])[CH:42]([CH3:44])[CH3:43].CC(OC(/N=N/C(OC(C)C)=O)=O)C. The catalyst is C1COCC1. The product is [CH2:41]([N:45]1[C:50]2=[N:51][N:52]([CH2:2][C:3]3[CH:8]=[CH:7][C:6]([CH:9]4[CH2:14][CH2:13][CH2:12][CH2:11][N:10]4[C:15]([O:17][C:18]([CH3:21])([CH3:20])[CH3:19])=[O:16])=[CH:5][CH:4]=3)[C:53]([NH:54][C:55]3[CH:56]=[CH:57][CH:58]=[CH:59][CH:60]=3)=[C:49]2[C:48](=[O:61])[N:47]([CH3:62])[C:46]1=[O:63])[CH:42]([CH3:44])[CH3:43]. The yield is 0.810. (3) The reactants are [F:1][CH:2]([F:35])[C:3]1[CH:12]=[C:11]2[C:6]([CH2:7][CH2:8][CH2:9][N:10]2[C:13]2[C:17]3[CH2:18][NH:19][CH2:20][CH2:21][C:16]=3[N:15]([CH:22]3[CH2:27][CH2:26][NH:25][C:24](=[O:28])[CH2:23]3)[N:14]=2)=[CH:5][C:4]=1[C:29]1[CH:30]=[N:31][N:32]([CH3:34])[CH:33]=1.C(N(CC)CC)C.[C:43](OC(=O)C)(=[O:45])[CH3:44]. The catalyst is C(Cl)Cl. The product is [C:43]([N:19]1[CH2:20][CH2:21][C:16]2[N:15]([CH:22]3[CH2:27][CH2:26][NH:25][C:24](=[O:28])[CH2:23]3)[N:14]=[C:13]([N:10]3[C:11]4[C:6](=[CH:5][C:4]([C:29]5[CH:30]=[N:31][N:32]([CH3:34])[CH:33]=5)=[C:3]([CH:2]([F:1])[F:35])[CH:12]=4)[CH2:7][CH2:8][CH2:9]3)[C:17]=2[CH2:18]1)(=[O:45])[CH3:44]. The yield is 0.280. (4) The reactants are [N:1]1[CH:6]=[CH:5][CH:4]=[CH:3][C:2]=1[C:7]1[C:11]([CH2:12][O:13][C:14]2[CH:22]=[CH:21][C:17]([C:18]([OH:20])=O)=[CH:16][N:15]=2)=[CH:10][O:9][N:8]=1.[NH2:23][CH:24]1[CH2:29][CH2:28][O:27][CH2:26][CH2:25]1. No catalyst specified. The product is [N:1]1[CH:6]=[CH:5][CH:4]=[CH:3][C:2]=1[C:7]1[C:11]([CH2:12][O:13][C:14]2[CH:22]=[CH:21][C:17]([C:18]([NH:23][CH:24]3[CH2:29][CH2:28][O:27][CH2:26][CH2:25]3)=[O:20])=[CH:16][N:15]=2)=[CH:10][O:9][N:8]=1. The yield is 0.990. (5) The reactants are [CH2:1]([N:3]([CH2:16][CH3:17])[CH2:4][CH2:5][CH2:6][O:7][C:8]1[CH:13]=[CH:12][C:11]([NH2:14])=[CH:10][C:9]=1[F:15])[CH3:2].[CH3:18][C:19]1[CH:27]=[CH:26][CH:25]=[C:24]2[C:20]=1[C:21](=[CH:29]O)[C:22](=[O:28])[NH:23]2. No catalyst specified. The product is [CH2:16]([N:3]([CH2:1][CH3:2])[CH2:4][CH2:5][CH2:6][O:7][C:8]1[CH:13]=[CH:12][C:11]([NH:14][CH:29]=[C:21]2[C:20]3[C:24](=[CH:25][CH:26]=[CH:27][C:19]=3[CH3:18])[NH:23][C:22]2=[O:28])=[CH:10][C:9]=1[F:15])[CH3:17]. The yield is 0.490. (6) The reactants are [NH2:1][C:2]1[C:11]([C:12]2[CH:17]=[CH:16][C:15]([S:18]([N:21]3[CH2:26][CH2:25][O:24][CH2:23][CH2:22]3)(=[O:20])=[O:19])=[CH:14][CH:13]=2)=[N:10][C:9]([Br:27])=[CH:8][C:3]=1[C:4]([O:6][CH3:7])=[O:5].N([O-])=O.[Na+].[N-:32]=[N+:33]=[N-].[Na+].CCOCC. The catalyst is C(O)(C(F)(F)F)=O.O. The product is [N:1]([C:2]1[C:11]([C:12]2[CH:13]=[CH:14][C:15]([S:18]([N:21]3[CH2:22][CH2:23][O:24][CH2:25][CH2:26]3)(=[O:19])=[O:20])=[CH:16][CH:17]=2)=[N:10][C:9]([Br:27])=[CH:8][C:3]=1[C:4]([O:6][CH3:7])=[O:5])=[N+:32]=[N-:33]. The yield is 0.880. (7) The reactants are Cl[C:2]1[C:11]2[C:6](=[C:7]([Cl:14])[C:8]([O:12][CH3:13])=[CH:9][CH:10]=2)[N:5]=[C:4]([C:15]2[S:16][CH:17]=[C:18]([C:20]([F:23])([F:22])[F:21])[N:19]=2)[CH:3]=1.[CH:24]1([S:27]([NH:30][C:31]([C@@:33]23[CH2:48][C@H:47]2[CH:46]=[CH:45][CH2:44][CH2:43][CH2:42][CH2:41][CH2:40][C@H:39]([NH:49][C:50](=[O:56])[O:51][C:52]([CH3:55])([CH3:54])[CH3:53])[C:38](=[O:57])[N:37]2[CH2:58][C@H:59]([OH:61])[CH2:60][C@H:36]2[C:35](=[O:62])[NH:34]3)=[O:32])(=[O:29])=[O:28])[CH2:26][CH2:25]1.CC(C)([O-])C.[K+]. The catalyst is CS(C)=O.C(Cl)Cl. The product is [Cl:14][C:7]1[C:8]([O:12][CH3:13])=[CH:9][CH:10]=[C:11]2[C:6]=1[N:5]=[C:4]([C:15]1[S:16][CH:17]=[C:18]([C:20]([F:23])([F:22])[F:21])[N:19]=1)[CH:3]=[C:2]2[O:61][C@H:59]1[CH2:58][N:37]2[C:38](=[O:57])[C@@H:39]([NH:49][C:50](=[O:56])[O:51][C:52]([CH3:53])([CH3:54])[CH3:55])[CH2:40][CH2:41][CH2:42][CH2:43][CH2:44][CH:45]=[CH:46][C@@H:47]3[CH2:48][C@@:33]3([C:31](=[O:32])[NH:30][S:27]([CH:24]3[CH2:26][CH2:25]3)(=[O:28])=[O:29])[NH:34][C:35](=[O:62])[C@@H:36]2[CH2:60]1. The yield is 0.590.